From a dataset of Reaction yield outcomes from USPTO patents with 853,638 reactions. Predict the reaction yield, written as a fraction of the theoretical maximum amount of product (1.0 means a 100% yield; for example, 0.34 means a 34% yield). (1) The reactants are [CH2:1]([NH2:4])[C:2]#[CH:3].[C:5](O[C:5]([O:7][C:8]([CH3:11])([CH3:10])[CH3:9])=[O:6])([O:7][C:8]([CH3:11])([CH3:10])[CH3:9])=[O:6]. The catalyst is C(Cl)Cl. The product is [CH2:1]([NH:4][C:5](=[O:6])[O:7][C:8]([CH3:11])([CH3:10])[CH3:9])[C:2]#[CH:3]. The yield is 0.980. (2) The reactants are F[C:2](F)(F)C(O)=O.[N:8]1[C:17]2[C:12](=[CH:13][CH:14]=[CH:15][CH:16]=2)[CH:11]=[CH:10][C:9]=1[N:18]1[CH2:23][CH2:22][CH:21]([O:24][C:25]2[C:26]([CH:31]3[CH2:36][CH2:35][N:34](C(OC(C)(C)C)=O)[CH2:33][CH2:32]3)=N[CH:28]=[CH:29][N:30]=2)[CH2:20][CH2:19]1. The catalyst is C(Cl)Cl. The product is [NH:34]1[CH2:33][CH2:32][CH:31]([C:26]2[C:25]([O:24][CH:21]3[CH2:20][CH2:19][N:18]([C:9]4[CH:10]=[CH:11][C:16]5[C:17](=[CH:12][CH:13]=[CH:14][CH:15]=5)[N:8]=4)[CH2:23][CH2:22]3)=[N:30][CH:29]=[CH:28][CH:2]=2)[CH2:36][CH2:35]1. The yield is 0.270. (3) The reactants are [CH2:1]([N:3]([CH3:25])[C:4]([C:6]1[CH:10]=[C:9]([C:11]2[CH:16]=[CH:15][C:14]([C:17]#[N:18])=[CH:13][CH:12]=2)[N:8]([C:19]2[CH:20]=[N:21][CH:22]=[CH:23][CH:24]=2)[N:7]=1)=[O:5])[CH3:2].Cl. The catalyst is CO.[Pd]. The product is [CH2:1]([N:3]([CH3:25])[C:4]([C:6]1[CH:10]=[C:9]([C:11]2[CH:12]=[CH:13][C:14]([CH2:17][NH2:18])=[CH:15][CH:16]=2)[N:8]([C:19]2[CH:20]=[N:21][CH:22]=[CH:23][CH:24]=2)[N:7]=1)=[O:5])[CH3:2]. The yield is 0.530. (4) The reactants are [CH3:1][O:2][C:3]1[C:7]2[C:8](=[O:25])[N:9]([CH2:16][C:17](=[O:24])[C:18]3[CH:23]=[CH:22][CH:21]=[CH:20][CH:19]=3)[C:10]3[CH:11]=[CH:12][CH:13]=[CH:14][C:15]=3[C:6]=2[N:5]([CH3:26])[C:4]=1[C:27]([NH:29][C@H:30]1[CH2:35][CH2:34][C@H:33]([C:36](O)=[O:37])[CH2:32][CH2:31]1)=[O:28].[NH2:39][CH2:40][CH2:41][OH:42].C1C=CC2N(O)N=NC=2C=1. The catalyst is CN(C=O)C.C(=O)([O-])O.[Na+]. The product is [OH:42][CH2:41][CH2:40][NH:39][C:36]([C@H:33]1[CH2:34][CH2:35][C@H:30]([NH:29][C:27]([C:4]2[N:5]([CH3:26])[C:6]3[C:15]4[CH:14]=[CH:13][CH:12]=[CH:11][C:10]=4[N:9]([CH2:16][C:17](=[O:24])[C:18]4[CH:19]=[CH:20][CH:21]=[CH:22][CH:23]=4)[C:8](=[O:25])[C:7]=3[C:3]=2[O:2][CH3:1])=[O:28])[CH2:31][CH2:32]1)=[O:37]. The yield is 0.560.